Dataset: Catalyst prediction with 721,799 reactions and 888 catalyst types from USPTO. Task: Predict which catalyst facilitates the given reaction. (1) Reactant: C(=O)([O-])[O-].[Cs+].[Cs+].[F:7][C:8]1[CH:17]=[C:16]2[C:11]([CH:12]=[CH:13][C:14]([C:18]([O:20][CH2:21][CH3:22])=[O:19])=[N:15]2)=[CH:10][C:9]=1[C:23]1[CH:28]=[CH:27][C:26]([OH:29])=[CH:25][CH:24]=1.Cl[CH2:31][C:32]1[C:33]([C:40]2[C:45]([Cl:46])=[CH:44][CH:43]=[CH:42][C:41]=2[Cl:47])=[N:34][O:35][C:36]=1[CH:37]([CH3:39])[CH3:38].O. Product: [Cl:46][C:45]1[CH:44]=[CH:43][CH:42]=[C:41]([Cl:47])[C:40]=1[C:33]1[C:32]([CH2:31][O:29][C:26]2[CH:25]=[CH:24][C:23]([C:9]3[CH:10]=[C:11]4[C:16](=[CH:17][C:8]=3[F:7])[N:15]=[C:14]([C:18]([O:20][CH2:21][CH3:22])=[O:19])[CH:13]=[CH:12]4)=[CH:28][CH:27]=2)=[C:36]([CH:37]([CH3:39])[CH3:38])[O:35][N:34]=1. The catalyst class is: 9. (2) Reactant: [N:1]1([S:10]([C:13]2[CH:22]=[CH:21][C:20]([O:23][CH3:24])=[C:19]3[C:14]=2[CH2:15][CH2:16][C@H:17]([NH:25]C(=O)C(F)(F)F)[CH2:18]3)(=[O:12])=[O:11])[C:9]2[C:4](=[CH:5][CH:6]=[CH:7][CH:8]=2)[CH2:3][CH2:2]1.[OH-].[Na+].Cl.C([O-])(O)=O.[Na+]. Product: [N:1]1([S:10]([C:13]2[CH:22]=[CH:21][C:20]([O:23][CH3:24])=[C:19]3[C:14]=2[CH2:15][CH2:16][C@H:17]([NH2:25])[CH2:18]3)(=[O:11])=[O:12])[C:9]2[C:4](=[CH:5][CH:6]=[CH:7][CH:8]=2)[CH2:3][CH2:2]1. The catalyst class is: 92. (3) Reactant: [CH3:1][Si:2]([CH3:30])([CH3:29])[C:3]1[CH:4]=[C:5]([CH:22]=[C:23]([Si:25]([CH3:28])([CH3:27])[CH3:26])[CH:24]=1)[C:6]([NH:8][C:9]1[CH:21]=[CH:20][C:12]([CH:13]=[CH:14][C:15]([O:17][CH2:18][CH3:19])=[O:16])=[CH:11][CH:10]=1)=O.COC1C=CC(P2(SP(C3C=CC(OC)=CC=3)(=S)S2)=[S:40])=CC=1. Product: [CH3:1][Si:2]([CH3:30])([CH3:29])[C:3]1[CH:4]=[C:5]([C:6]([NH:8][C:9]2[CH:21]=[CH:20][C:12]([CH:13]=[CH:14][C:15]([O:17][CH2:18][CH3:19])=[O:16])=[CH:11][CH:10]=2)=[S:40])[CH:22]=[C:23]([Si:25]([CH3:28])([CH3:27])[CH3:26])[CH:24]=1. The catalyst class is: 11.